Dataset: Forward reaction prediction with 1.9M reactions from USPTO patents (1976-2016). Task: Predict the product of the given reaction. (1) Given the reactants [C:1]([C:4]12[CH2:11][CH2:10][C:7]([NH:12][CH2:13][C:14]([N:16]3[CH2:20][C@@H:19]([F:21])[CH2:18][C@H:17]3[C:22]#[N:23])=[O:15])([CH2:8][CH2:9]1)[CH2:6][CH2:5]2)([OH:3])=O.[CH3:24][C:25]([CH3:30])([CH3:29])[CH2:26][CH2:27][NH2:28], predict the reaction product. The product is: [F:21][C@@H:19]1[CH2:20][N:16]([C:14](=[O:15])[CH2:13][NH:12][C:7]23[CH2:8][CH2:9][C:4]([C:1]([NH:28][CH2:27][CH2:26][C:25]([CH3:30])([CH3:29])[CH3:24])=[O:3])([CH2:5][CH2:6]2)[CH2:11][CH2:10]3)[C@H:17]([C:22]#[N:23])[CH2:18]1. (2) Given the reactants [Br:1][C:2]1[CH:7]=[CH:6][C:5]([C:8]2[NH:12][N:11]=[C:10]([C:13]([F:16])([F:15])[F:14])[CH:9]=2)=[CH:4][CH:3]=1.Br[CH2:18][CH2:19][Cl:20].[H-].[Na+], predict the reaction product. The product is: [Br:1][C:2]1[CH:3]=[CH:4][C:5]([C:8]2[N:12]([CH2:18][CH2:19][Cl:20])[N:11]=[C:10]([C:13]([F:14])([F:16])[F:15])[CH:9]=2)=[CH:6][CH:7]=1. (3) Given the reactants [C:1]([CH:4]([CH3:26])[CH2:5][CH2:6][N:7]1[C:11]2[CH:12]=[CH:13][CH:14]=[C:15]([CH3:16])[C:10]=2[N:9]=[C:8]1[CH2:17][O:18][C:19]1[CH:24]=[CH:23][C:22]([Cl:25])=[CH:21][CH:20]=1)(O)=[O:2].[CH2:27]1[C:36]2[C:31](=[CH:32][CH:33]=[CH:34][CH:35]=2)[CH2:30][CH2:29][CH2:28]1.O[N:38]1C2C=CC=CC=2N=N1.C1(N=C=NC2CCCCC2)CCCCC1, predict the reaction product. The product is: [CH:35]1([NH:38][C:1]([CH:4]([CH3:26])[CH2:5][CH2:6][N:7]2[C:11]3[CH:12]=[CH:13][CH:14]=[C:15]([CH3:16])[C:10]=3[N:9]=[C:8]2[CH2:17][O:18][C:19]2[CH:20]=[CH:21][C:22]([Cl:25])=[CH:23][CH:24]=2)=[O:2])[C:36]2[C:31](=[CH:30][CH:29]=[CH:28][CH:27]=2)[CH2:32][CH2:33][CH2:34]1. (4) Given the reactants [N+:1]([C:4]1[CH:13]=[CH:12][CH:11]=[C:10]2[C:5]=1[CH:6]=[CH:7][C:8](Cl)=[N:9]2)([O-])=O.[CH3:15][C:16]1[O:20][C:19]([CH2:21][NH2:22])=[CH:18][CH:17]=1.[NH:23]1[CH:27]=[CH:26][C:25]([CH:28]=O)=[N:24]1, predict the reaction product. The product is: [CH3:15][C:16]1[O:20][C:19]([CH2:21][NH:22][C:8]2[CH:7]=[CH:6][C:5]3[C:4]([NH:1][CH2:28][C:25]4[CH:26]=[CH:27][NH:23][N:24]=4)=[CH:13][CH:12]=[CH:11][C:10]=3[N:9]=2)=[CH:18][CH:17]=1. (5) Given the reactants C([O:3][C:4](=[O:21])[CH:5]([C:11]1[CH:12]=[C:13]2[C:18](=[CH:19][CH:20]=1)[N:17]=[CH:16][CH:15]=[N:14]2)C(OCC)=O)C.[OH-].[Na+], predict the reaction product. The product is: [N:17]1[C:18]2[C:13](=[CH:12][C:11]([CH2:5][C:4]([OH:21])=[O:3])=[CH:20][CH:19]=2)[N:14]=[CH:15][CH:16]=1. (6) Given the reactants [CH3:1][C:2]1[C:25]([CH3:26])=[CH:24][CH:23]=[CH:22][C:3]=1[O:4][CH:5]1[CH2:10][CH2:9][N:8]([C:11]([O:13][CH2:14][C:15]2[CH:20]=[CH:19][CH:18]=[CH:17][CH:16]=2)=[O:12])[CH2:7][C:6]1=[O:21].CCC(C)[BH-](C(C)CC)C(C)CC.[K+], predict the reaction product. The product is: [CH3:1][C:2]1[C:25]([CH3:26])=[CH:24][CH:23]=[CH:22][C:3]=1[O:4][C@H:5]1[CH2:10][CH2:9][N:8]([C:11]([O:13][CH2:14][C:15]2[CH:20]=[CH:19][CH:18]=[CH:17][CH:16]=2)=[O:12])[CH2:7][C@H:6]1[OH:21]. (7) Given the reactants [Cl:1][C:2]1[CH:7]=[CH:6][C:5]([NH2:8])=[CH:4][C:3]=1[C:9]1[O:10][C:11]2[CH:17]=[CH:16][C:15]([Cl:18])=[CH:14][C:12]=2[N:13]=1.N1C=CC=CC=1.Cl[C:26]([O:28][CH3:29])=[O:27], predict the reaction product. The product is: [CH3:29][O:28][C:26](=[O:27])[NH:8][C:5]1[CH:6]=[CH:7][C:2]([Cl:1])=[C:3]([C:9]2[O:10][C:11]3[CH:17]=[CH:16][C:15]([Cl:18])=[CH:14][C:12]=3[N:13]=2)[CH:4]=1. (8) Given the reactants C(NC1CCCCC1)(C)C.C([Li])CCC.[CH3:16][O:17][C:18](=[O:30])[CH2:19][C:20]1[CH:25]=[C:24]([O:26][CH3:27])[CH:23]=[C:22]([O:28][CH3:29])[CH:21]=1.[Cl:31][C:32]1[N:37]=[C:36]([Cl:38])[C:35]([CH2:39]I)=[CH:34][N:33]=1, predict the reaction product. The product is: [CH3:16][O:17][C:18](=[O:30])[CH:19]([C:20]1[CH:25]=[C:24]([O:26][CH3:27])[CH:23]=[C:22]([O:28][CH3:29])[CH:21]=1)[CH2:39][C:35]1[C:36]([Cl:38])=[N:37][C:32]([Cl:31])=[N:33][CH:34]=1.